Dataset: Catalyst prediction with 721,799 reactions and 888 catalyst types from USPTO. Task: Predict which catalyst facilitates the given reaction. (1) Reactant: [CH3:1][C:2]1([CH2:12][CH2:13][OH:14])[C:11]2[C:6](=[CH:7][CH:8]=[CH:9][CH:10]=2)[O:5][CH2:4][CH2:3]1.[Br:15]Br.C(=O)([O-])[O-].[K+].[K+].[C:23]([OH:26])(=O)[CH3:24]. Product: [Br:15][C:9]1[CH:10]=[C:11]2[C:6](=[CH:7][CH:8]=1)[O:5][CH2:4][CH2:3][C:2]2([CH2:12][CH2:13][O:14][C:23](=[O:26])[CH3:24])[CH3:1]. The catalyst class is: 6. (2) Reactant: Br[C:2]1[N:6]([CH3:7])[CH:5]=[N:4][CH:3]=1.[CH2:8]([Mg]Br)[CH3:9].CON(C)C(C1[CH:21]=[CH:20][S:19][CH:18]=1)=O.Cl.[OH2:24]. Product: [CH3:7][N:6]1[C:2]([C:21]([C:20]2[S:19][CH:18]=[CH:8][CH:9]=2)=[O:24])=[CH:3][N:4]=[CH:5]1. The catalyst class is: 4.